This data is from Catalyst prediction with 721,799 reactions and 888 catalyst types from USPTO. The task is: Predict which catalyst facilitates the given reaction. Reactant: [N:1]1([C:20]([O:22][CH2:23][CH:24]=[CH2:25])=[O:21])[CH2:5][CH2:4][CH:3]([C:6]([O:8]C(C)(C)C)=[O:7])[N:2]1C(OC(C)(C)C)=O.C(O)(C(F)(F)F)=O.O. Product: [CH2:23]([O:22][C:20]([N:1]1[CH2:5][CH2:4][CH:3]([C:6]([OH:8])=[O:7])[NH:2]1)=[O:21])[CH:24]=[CH2:25]. The catalyst class is: 4.